From a dataset of Forward reaction prediction with 1.9M reactions from USPTO patents (1976-2016). Predict the product of the given reaction. Given the reactants [CH2:1]([O:3][P:4]([CH2:9][C:10]1[CH:15]=[CH:14][C:13]([NH:16][C:17]2[N:22]=[C:21]([NH:23][C:24]3[CH:25]=[CH:26][C:27]([C@@H:35]4[CH2:40][CH2:39][C@H:38]([C:41]([O:43]CC)=[O:42])[CH2:37][CH2:36]4)=[C:28]4[C:32]=3[C:31](=[O:33])[N:30]([CH3:34])[CH2:29]4)[C:20]([C:46]([F:49])([F:48])[F:47])=[CH:19][N:18]=2)=[C:12]([O:50][CH2:51][CH3:52])[CH:11]=1)([O:6][CH2:7][CH3:8])=[O:5])[CH3:2].C1COCC1.CO.O.[OH-].[Li+].O, predict the reaction product. The product is: [CH2:7]([O:6][P:4]([CH2:9][C:10]1[CH:15]=[CH:14][C:13]([NH:16][C:17]2[N:22]=[C:21]([NH:23][C:24]3[CH:25]=[CH:26][C:27]([C@@H:35]4[CH2:40][CH2:39][C@H:38]([C:41]([OH:43])=[O:42])[CH2:37][CH2:36]4)=[C:28]4[C:32]=3[C:31](=[O:33])[N:30]([CH3:34])[CH2:29]4)[C:20]([C:46]([F:47])([F:49])[F:48])=[CH:19][N:18]=2)=[C:12]([O:50][CH2:51][CH3:52])[CH:11]=1)([O:3][CH2:1][CH3:2])=[O:5])[CH3:8].